This data is from Forward reaction prediction with 1.9M reactions from USPTO patents (1976-2016). The task is: Predict the product of the given reaction. (1) The product is: [F:13][C:10]([F:11])([F:12])[C:8]1[CH:7]=[C:6]([C@H:14]2[O:18][C:17](=[O:19])[N:16]([CH2:20][C:21]3[C:26]([C:27]4[CH:32]=[C:31]([CH:33]([CH3:35])[CH3:34])[C:30]([F:36])=[CH:29][C:28]=4[O:37][CH3:38])=[CH:25][CH:24]=[C:23]([Cl:39])[N:22]=3)[C@H:15]2[CH3:40])[CH:5]=[C:4]([C:3]([F:2])([F:42])[F:41])[CH:9]=1. Given the reactants [Cl-].[F:2][C:3]([F:42])([F:41])[C:4]1[CH:5]=[C:6]([C@H:14]2[O:18][C:17](=[O:19])[N:16]([CH2:20][C:21]3[C:26]([C:27]4[CH:32]=[C:31]([CH:33]([CH3:35])[CH3:34])[C:30]([F:36])=[CH:29][C:28]=4[O:37][CH3:38])=[CH:25][CH:24]=[C:23]([Cl:39])[N:22]=3)[C@H:15]2[CH3:40])[CH:7]=[C:8]([C:10]([F:13])([F:12])[F:11])[CH:9]=1.N1C=CC=N1.C(=O)([O-])[O-].[Cs+].[Cs+].CN(C)CCN, predict the reaction product. (2) The product is: [C:27]([NH:1][C:2]1[CH:3]=[C:4]([CH:11]=[C:12]([S:14]([F:19])([F:15])([F:16])([F:17])[F:18])[CH:13]=1)[C:5]([N:7]([O:9][CH3:10])[CH3:8])=[O:6])(=[O:29])[CH3:28]. Given the reactants [NH2:1][C:2]1[CH:3]=[C:4]([CH:11]=[C:12]([S:14]([F:19])([F:18])([F:17])([F:16])[F:15])[CH:13]=1)[C:5]([N:7]([O:9][CH3:10])[CH3:8])=[O:6].C(N(CC)CC)C.[C:27](OC(=O)C)(=[O:29])[CH3:28].C(=O)([O-])O.[Na+], predict the reaction product. (3) Given the reactants C(N([CH2:6][CH3:7])CC)C.[C:8]([C:10]1[CH:15]=[CH:14][C:13]([CH2:16][CH:17]([CH3:19])[CH3:18])=[CH:12][CH:11]=1)#[CH:9].Cl.CN(C)[CH:23]=[O:24], predict the reaction product. The product is: [CH2:16]([C:13]1[CH:14]=[CH:15][C:10]([C:8]#[C:9][C:9]2[CH:8]=[C:10]3[C:15](=[CH:6][CH:7]=2)[C:23](=[O:24])[CH2:13][CH2:12][CH2:11]3)=[CH:11][CH:12]=1)[CH:17]([CH3:19])[CH3:18]. (4) Given the reactants [NH:1]1[C:9]2[C:4](=[CH:5][CH:6]=[C:7]([C:10]([O:12][CH3:13])=[O:11])[CH:8]=2)[CH:3]=[CH:2]1.Br[CH2:15][CH2:16][O:17][CH3:18], predict the reaction product. The product is: [CH3:18][O:17][CH2:16][CH2:15][N:1]1[C:9]2[C:4](=[CH:5][CH:6]=[C:7]([C:10]([O:12][CH3:13])=[O:11])[CH:8]=2)[CH:3]=[CH:2]1. (5) Given the reactants ClC(Cl)(O[C:5](=[O:11])OC(Cl)(Cl)Cl)Cl.[C:13]12(N)[CH2:22][CH:17]3[CH2:18][CH:19]([CH2:21][CH:15]([CH2:16]3)[CH2:14]1)[CH2:20]2.C([N:26](C(C)C)C(C)C)C.[NH2:33][C:34]1[N:39]=[C:38]([O:40][C:41]2[CH:42]=[C:43]3[C:47](=[CH:48][CH:49]=2)[NH:46][CH2:45][CH2:44]3)[CH:37]=[CH:36][N:35]=1, predict the reaction product. The product is: [CH:13]12[CH2:22][CH:17]3[CH2:18][CH:19]([CH2:21][CH:15]([CH2:16]3)[CH:14]1[NH:26][C:5]([N:46]1[C:47]3[C:43](=[CH:42][C:41]([O:40][C:38]4[CH:37]=[CH:36][N:35]=[C:34]([NH2:33])[N:39]=4)=[CH:49][CH:48]=3)[CH2:44][CH2:45]1)=[O:11])[CH2:20]2.